The task is: Predict the reactants needed to synthesize the given product.. This data is from Full USPTO retrosynthesis dataset with 1.9M reactions from patents (1976-2016). (1) Given the product [Cl:15][C:14]1[CH:13]=[CH:12][C:4]([CH2:5][NH:6][C:7]([CH:9]2[CH2:11][CH2:10]2)=[O:8])=[CH:3][C:2]=1[NH:1][NH2:16], predict the reactants needed to synthesize it. The reactants are: [NH2:1][C:2]1[CH:3]=[C:4]([CH:12]=[CH:13][C:14]=1[Cl:15])[CH2:5][NH:6][C:7]([CH:9]1[CH2:11][CH2:10]1)=[O:8].[N:16]([O-])=O.[Na+].[OH-].[Na+]. (2) Given the product [CH3:17][O:16][C:14](=[O:15])[CH:13]([O:12][CH3:11])[CH:33]([C:32]1[CH:35]=[CH:36][C:29]([O:28][CH2:27][CH2:26][CH2:25][O:24][C:21]2[CH:22]=[CH:23][C:18]([C:38]3[CH:43]=[CH:42][CH:41]=[CH:40][CH:39]=3)=[CH:19][CH:20]=2)=[C:30]([F:37])[CH:31]=1)[OH:34], predict the reactants needed to synthesize it. The reactants are: C[Si]([N-][Si](C)(C)C)(C)C.[Na+].[CH3:11][O:12][CH2:13][C:14]([O:16][CH3:17])=[O:15].[C:18]1([C:38]2[CH:43]=[CH:42][CH:41]=[CH:40][CH:39]=2)[CH:23]=[CH:22][C:21]([O:24][CH2:25][CH2:26][CH2:27][O:28][C:29]2[CH:36]=[CH:35][C:32]([CH:33]=[O:34])=[CH:31][C:30]=2[F:37])=[CH:20][CH:19]=1.